From a dataset of Buchwald-Hartwig C-N cross coupling reaction yields with 55,370 reactions. Predict the reaction yield, written as a fraction of the theoretical maximum amount of product (1.0 means a 100% yield; for example, 0.34 means a 34% yield). (1) The reactants are COc1ccc(Br)cc1.Cc1ccc(N)cc1.O=S(=O)(O[Pd]1c2ccccc2-c2ccccc2N~1)C(F)(F)F.CC(C)c1cc(C(C)C)c(-c2ccccc2P(C(C)(C)C)C(C)(C)C)c(C(C)C)c1.CN(C)C(=NC(C)(C)C)N(C)C.Cc1cc(-c2ccccc2)on1. No catalyst specified. The product is COc1ccc(Nc2ccc(C)cc2)cc1. The yield is 0.362. (2) The reactants are Clc1ccccn1.Cc1ccc(N)cc1.O=S(=O)(O[Pd]1c2ccccc2-c2ccccc2N~1)C(F)(F)F.CC(C)c1cc(C(C)C)c(-c2ccccc2P(C(C)(C)C)C(C)(C)C)c(C(C)C)c1.CN(C)C(=NC(C)(C)C)N(C)C.COC(=O)c1cc(-c2cccs2)on1. The product is Cc1ccc(Nc2ccccn2)cc1. The yield is 0.661. No catalyst specified. (3) The product is CCc1ccc(Nc2ccc(C)cc2)cc1. No catalyst specified. The yield is 0.00490. The reactants are CCc1ccc(Cl)cc1.Cc1ccc(N)cc1.O=S(=O)(O[Pd]1c2ccccc2-c2ccccc2N~1)C(F)(F)F.COc1ccc(OC)c(P([C@]23C[C@H]4C[C@H](C[C@H](C4)C2)C3)[C@]23C[C@H]4C[C@H](C[C@H](C4)C2)C3)c1-c1c(C(C)C)cc(C(C)C)cc1C(C)C.CN(C)C(=NC(C)(C)C)N(C)C.COC(=O)c1cc(-c2ccco2)on1. (4) The reactants are COc1ccc(Cl)cc1.Cc1ccc(N)cc1.O=S(=O)(O[Pd]1c2ccccc2-c2ccccc2N~1)C(F)(F)F.COc1ccc(OC)c(P([C@]23C[C@H]4C[C@H](C[C@H](C4)C2)C3)[C@]23C[C@H]4C[C@H](C[C@H](C4)C2)C3)c1-c1c(C(C)C)cc(C(C)C)cc1C(C)C.CN(C)C(=NC(C)(C)C)N(C)C.Fc1cccc(F)c1-c1ccno1. No catalyst specified. The product is COc1ccc(Nc2ccc(C)cc2)cc1. The yield is 0.00468.